From a dataset of Rat liver microsome stability data. Regression/Classification. Given a drug SMILES string, predict its absorption, distribution, metabolism, or excretion properties. Task type varies by dataset: regression for continuous measurements (e.g., permeability, clearance, half-life) or binary classification for categorical outcomes (e.g., BBB penetration, CYP inhibition). Dataset: rlm. (1) The molecule is O=S(=O)(c1ccc2ccccc2c1)N1CCN(c2nc(-c3cccs3)nc3ccccc23)CC1. The result is 1 (stable in rat liver microsomes). (2) The drug is Cc1cccc2c1NC(=O)C2=Cc1cc(Cl)c(O)c(Cl)c1. The result is 1 (stable in rat liver microsomes). (3) The compound is N[C@@H](CC(=O)N1CCC[C@H]1c1nc(C2CC2)no1)Cc1cc(F)c(F)cc1F. The result is 0 (unstable in rat liver microsomes). (4) The compound is CC(O)c1ccc2c(NCc3ccc(NC(=O)c4ccc(F)cc4)cc3)nc(N(C)C)nc2c1. The result is 1 (stable in rat liver microsomes). (5) The molecule is COc1ccc(C(=O)Nc2ccc(O)c3ncccc23)cc1OC1CCCC1. The result is 0 (unstable in rat liver microsomes). (6) The drug is CNCC1(c2cccc3ccccc23)CCCCC1. The result is 1 (stable in rat liver microsomes).